Dataset: Full USPTO retrosynthesis dataset with 1.9M reactions from patents (1976-2016). Task: Predict the reactants needed to synthesize the given product. (1) Given the product [Cl:8][C:6]1[N:5]=[C:4]([NH:9][C:10]2[NH:14][N:13]=[C:12]([CH:15]3[CH2:17][CH2:16]3)[CH:11]=2)[N:3]=[C:2]([N:27]2[CH2:28][CH2:29][CH2:30][C@H:26]2[C:24]([NH:23][C:19]2[S:18][CH:22]=[CH:21][N:20]=2)=[O:25])[N:7]=1, predict the reactants needed to synthesize it. The reactants are: Cl[C:2]1[N:7]=[C:6]([Cl:8])[N:5]=[C:4]([NH:9][C:10]2[NH:14][N:13]=[C:12]([CH:15]3[CH2:17][CH2:16]3)[CH:11]=2)[N:3]=1.[S:18]1[CH:22]=[CH:21][N:20]=[C:19]1[NH:23][C:24]([C@@H:26]1[CH2:30][CH2:29][CH2:28][NH:27]1)=[O:25].ClC1N=C(NC2NN=C(C3CC3)C=2)N=C(N2CCC[C@@]2(C)C(NC2C=NC(F)=CC=2)=O)N=1. (2) Given the product [CH3:1][O:2][C:3]1[CH:4]=[C:5]2[C:10](=[C:11]([NH:13][S:24]([C:18]3[CH:19]=[CH:20][C:21]([CH3:23])=[CH:22][C:17]=3[N+:14]([O-:16])=[O:15])(=[O:25])=[O:26])[CH:12]=1)[N:9]=[CH:8][CH:7]=[CH:6]2, predict the reactants needed to synthesize it. The reactants are: [CH3:1][O:2][C:3]1[CH:4]=[C:5]2[C:10](=[C:11]([NH2:13])[CH:12]=1)[N:9]=[CH:8][CH:7]=[CH:6]2.[N+:14]([C:17]1[CH:22]=[C:21]([CH3:23])[CH:20]=[CH:19][C:18]=1[S:24](Cl)(=[O:26])=[O:25])([O-:16])=[O:15]. (3) Given the product [O:44]1[C:38]2[C:40]([CH:10]=[CH:11][CH:12]=2)=[CH:13][CH:8]=[C:9]1[CH:25]1[C:26]([C:28]2[CH:29]=[C:30]([CH:31]=[CH:32][CH:33]=2)[C:34]#[N:35])=[N:7][C:8]2[CH:13]=[CH:12][CH:11]=[CH:10][C:9]=2[NH:23][C:24]1=[O:36], predict the reactants needed to synthesize it. The reactants are: C(OC(=O)[NH:7][C:8]1[CH:13]=[CH:12][CH:11]=[C:10](C2OC3=CC=CC3=CC=2)[C:9]=1[NH:23][C:24](=[O:36])[CH2:25][C:26]([C:28]1[CH:33]=[CH:32][CH:31]=[C:30]([C:34]#[N:35])[CH:29]=1)=O)(C)(C)C.[C:38]([OH:44])([C:40](F)(F)F)=O. (4) Given the product [Cl:1][C:2]1[C:3]2[N:11]([CH3:26])[CH:10]=[C:9]([CH2:12][C:13]3[C:18]([CH3:19])=[C:17]([O:20][CH3:21])[C:16]([CH3:22])=[CH:15][N:14]=3)[C:4]=2[N:5]=[C:6]([NH2:8])[N:7]=1, predict the reactants needed to synthesize it. The reactants are: [Cl:1][C:2]1[C:3]2[NH:11][CH:10]=[C:9]([CH2:12][C:13]3[C:18]([CH3:19])=[C:17]([O:20][CH3:21])[C:16]([CH3:22])=[CH:15][N:14]=3)[C:4]=2[N:5]=[C:6]([NH2:8])[N:7]=1.[H-].[Na+].I[CH3:26].